This data is from Catalyst prediction with 721,799 reactions and 888 catalyst types from USPTO. The task is: Predict which catalyst facilitates the given reaction. (1) Product: [CH2:13]([C:14]1([CH2:15][CH3:16])[CH2:9][C:8](=[O:10])[C:6]2[C:5](=[CH:4][CH:3]=[C:2]([F:1])[CH:7]=2)[O:11]1)[CH3:12]. The catalyst class is: 5. Reactant: [F:1][C:2]1[CH:3]=[CH:4][C:5]([OH:11])=[C:6]([C:8](=[O:10])[CH3:9])[CH:7]=1.[CH3:12][CH2:13][C:14](=O)[CH2:15][CH3:16].N1CCCC1. (2) Reactant: [NH2:1][C:2]1[CH:3]=[C:4]([P:8](=[O:15])([O:12][CH2:13][CH3:14])[O:9][CH2:10][CH3:11])[CH:5]=[CH:6][CH:7]=1.[O:16]([C:23]1[CH:31]=[CH:30][C:26]([C:27](O)=[O:28])=[CH:25][CH:24]=1)[C:17]1[CH:22]=[CH:21][CH:20]=[CH:19][CH:18]=1.CCN=C=NCCCN(C)C.Cl. Product: [O:16]([C:23]1[CH:24]=[CH:25][C:26]([C:27]([NH:1][C:2]2[CH:3]=[C:4]([P:8](=[O:15])([O:9][CH2:10][CH3:11])[O:12][CH2:13][CH3:14])[CH:5]=[CH:6][CH:7]=2)=[O:28])=[CH:30][CH:31]=1)[C:17]1[CH:18]=[CH:19][CH:20]=[CH:21][CH:22]=1. The catalyst class is: 79. (3) Reactant: [C:1]1([CH2:7][O:8][C:9]([NH:11][CH2:12][C@H:13]2[CH2:17][CH2:16][CH2:15][N:14]2C(OC(C)(C)C)=O)=[O:10])[CH:6]=[CH:5][CH:4]=[CH:3][CH:2]=1.C(O)(C(F)(F)F)=O. Product: [NH:14]1[CH2:15][CH2:16][CH2:17][C@@H:13]1[CH2:12][NH:11][C:9](=[O:10])[O:8][CH2:7][C:1]1[CH:6]=[CH:5][CH:4]=[CH:3][CH:2]=1. The catalyst class is: 4. (4) The catalyst class is: 95. Reactant: [CH2:1]([C:3]1[CH:4]=[N:5][C:6]([O:9][CH:10]2[CH2:15][CH2:14][CH:13]([C:16](=[S:18])[NH2:17])[CH2:12][CH2:11]2)=[N:7][CH:8]=1)[CH3:2].[Cl:19][CH2:20][C:21]([CH2:23]Cl)=O.S([O-])([O-])(=O)=O.[Mg+2]. Product: [Cl:19][CH2:20][C:21]1[N:17]=[C:16]([CH:13]2[CH2:14][CH2:15][CH:10]([O:9][C:6]3[N:5]=[CH:4][C:3]([CH2:1][CH3:2])=[CH:8][N:7]=3)[CH2:11][CH2:12]2)[S:18][CH:23]=1. (5) Reactant: [H-].[Na+].[C:3]([O:10][CH3:11])(=[O:9])[CH2:4][C:5]([O:7][CH3:8])=[O:6].Cl[C:13]1[CH:18]=[CH:17][C:16]([N+:19]([O-:21])=[O:20])=[CH:15][C:14]=1[Cl:22]. Product: [Cl:22][C:14]1[CH:15]=[C:16]([N+:19]([O-:21])=[O:20])[CH:17]=[CH:18][C:13]=1[CH:4]([C:3]([O:10][CH3:11])=[O:9])[C:5]([O:7][CH3:8])=[O:6]. The catalyst class is: 3.